This data is from NCI-60 drug combinations with 297,098 pairs across 59 cell lines. The task is: Regression. Given two drug SMILES strings and cell line genomic features, predict the synergy score measuring deviation from expected non-interaction effect. (1) Drug 1: CC(CN1CC(=O)NC(=O)C1)N2CC(=O)NC(=O)C2. Drug 2: CC(C)NC(=O)C1=CC=C(C=C1)CNNC.Cl. Cell line: OVCAR-4. Synergy scores: CSS=13.7, Synergy_ZIP=-3.28, Synergy_Bliss=-0.197, Synergy_Loewe=-0.0482, Synergy_HSA=0.173. (2) Drug 1: CN1CCC(CC1)COC2=C(C=C3C(=C2)N=CN=C3NC4=C(C=C(C=C4)Br)F)OC. Drug 2: CC1=C(C=C(C=C1)NC2=NC=CC(=N2)N(C)C3=CC4=NN(C(=C4C=C3)C)C)S(=O)(=O)N.Cl. Cell line: RXF 393. Synergy scores: CSS=14.1, Synergy_ZIP=-2.35, Synergy_Bliss=2.71, Synergy_Loewe=-1.18, Synergy_HSA=3.99. (3) Drug 1: CN1CCC(CC1)COC2=C(C=C3C(=C2)N=CN=C3NC4=C(C=C(C=C4)Br)F)OC. Drug 2: CS(=O)(=O)OCCCCOS(=O)(=O)C. Cell line: SNB-19. Synergy scores: CSS=10.2, Synergy_ZIP=-2.25, Synergy_Bliss=4.25, Synergy_Loewe=2.43, Synergy_HSA=4.15. (4) Drug 1: CC1=C(C=C(C=C1)C(=O)NC2=CC(=CC(=C2)C(F)(F)F)N3C=C(N=C3)C)NC4=NC=CC(=N4)C5=CN=CC=C5. Drug 2: CC1C(C(CC(O1)OC2CC(CC3=C2C(=C4C(=C3O)C(=O)C5=C(C4=O)C(=CC=C5)OC)O)(C(=O)CO)O)N)O.Cl. Cell line: NCI/ADR-RES. Synergy scores: CSS=2.29, Synergy_ZIP=0.449, Synergy_Bliss=0.448, Synergy_Loewe=1.70, Synergy_HSA=-0.905. (5) Drug 1: CC1OCC2C(O1)C(C(C(O2)OC3C4COC(=O)C4C(C5=CC6=C(C=C35)OCO6)C7=CC(=C(C(=C7)OC)O)OC)O)O. Drug 2: CC(C)(C#N)C1=CC(=CC(=C1)CN2C=NC=N2)C(C)(C)C#N. Cell line: MDA-MB-231. Synergy scores: CSS=23.2, Synergy_ZIP=0.772, Synergy_Bliss=0.313, Synergy_Loewe=-0.815, Synergy_HSA=1.28. (6) Drug 1: C1=CC(=CC=C1CC(C(=O)O)N)N(CCCl)CCCl.Cl. Drug 2: C(CC(=O)O)C(=O)CN.Cl. Cell line: NCI/ADR-RES. Synergy scores: CSS=10.0, Synergy_ZIP=-1.11, Synergy_Bliss=3.86, Synergy_Loewe=-2.06, Synergy_HSA=1.91. (7) Drug 1: CS(=O)(=O)OCCCCOS(=O)(=O)C. Drug 2: CC12CCC3C(C1CCC2OP(=O)(O)O)CCC4=C3C=CC(=C4)OC(=O)N(CCCl)CCCl.[Na+]. Cell line: KM12. Synergy scores: CSS=8.81, Synergy_ZIP=-3.00, Synergy_Bliss=-2.48, Synergy_Loewe=-0.963, Synergy_HSA=-0.941. (8) Drug 1: CC1=C(C=C(C=C1)NC(=O)C2=CC=C(C=C2)CN3CCN(CC3)C)NC4=NC=CC(=N4)C5=CN=CC=C5. Drug 2: C(CC(=O)O)C(=O)CN.Cl. Cell line: T-47D. Synergy scores: CSS=4.59, Synergy_ZIP=-1.55, Synergy_Bliss=0.721, Synergy_Loewe=-0.419, Synergy_HSA=0.507.